From a dataset of Full USPTO retrosynthesis dataset with 1.9M reactions from patents (1976-2016). Predict the reactants needed to synthesize the given product. (1) Given the product [CH3:21][C:2]1([CH3:1])[C:7]2[CH:8]=[C:9](/[C:12](/[CH2:17][CH2:18][CH3:19])=[CH:13]/[C:14]#[N:16])[CH:10]=[CH:11][C:6]=2[NH:5][C:4](=[O:20])[O:3]1, predict the reactants needed to synthesize it. The reactants are: [CH3:1][C:2]1([CH3:21])[C:7]2[CH:8]=[C:9](/[C:12](/[CH2:17][CH2:18][CH3:19])=[CH:13]/[C:14]([NH2:16])=O)[CH:10]=[CH:11][C:6]=2[NH:5][C:4](=[O:20])[O:3]1.S(Cl)(Cl)=O. (2) The reactants are: CC(C)(C)C([O:5][CH2:6][CH2:7][CH2:8][CH2:9][N:10]1[C:14]2[CH:15]=[CH:16][C:17]([CH2:19][NH:20][CH2:21][CH2:22][CH2:23][NH2:24])=[CH:18][C:13]=2[N:12]=[C:11]1[CH2:25][N:26]1[C:35]2[C:30](=[CH:31][CH:32]=[CH:33][CH:34]=2)[CH2:29][N:28]([CH3:36])[C:27]1=[O:37])=O.C([O-])([O-])=O.[K+].[K+]. Given the product [NH2:24][CH2:23][CH2:22][CH2:21][NH:20][CH2:19][C:17]1[CH:16]=[CH:15][C:14]2[N:10]([CH2:9][CH2:8][CH2:7][CH2:6][OH:5])[C:11]([CH2:25][N:26]3[C:35]4[C:30](=[CH:31][CH:32]=[CH:33][CH:34]=4)[CH2:29][N:28]([CH3:36])[C:27]3=[O:37])=[N:12][C:13]=2[CH:18]=1, predict the reactants needed to synthesize it. (3) Given the product [NH2:25][CH2:24][C:23]1[CH:33]=[CH:34][C:20]([C:11]2[C:12]([C:14]3[CH:15]=[CH:16][CH:17]=[CH:18][CH:19]=3)=[CH:13][C:4]3[N:3]([CH2:1][CH3:2])[C:8](=[O:9])[CH2:7][O:6][C:5]=3[N:10]=2)=[CH:21][CH:22]=1, predict the reactants needed to synthesize it. The reactants are: [CH2:1]([N:3]1[C:8](=[O:9])[CH2:7][O:6][C:5]2[N:10]=[C:11]([C:20]3[CH:34]=[CH:33][C:23]([CH2:24][NH:25]C(=O)OC(C)(C)C)=[CH:22][CH:21]=3)[C:12]([C:14]3[CH:19]=[CH:18][CH:17]=[CH:16][CH:15]=3)=[CH:13][C:4]1=2)[CH3:2]. (4) Given the product [C:22]([C:19]1[CH:18]=[CH:17][C:16]([NH:15][C:14]([CH2:13][O:12][C:8]2[CH:7]=[C:6]([CH:11]=[CH:10][CH:9]=2)[C:5]([OH:25])=[O:4])=[O:24])=[CH:21][CH:20]=1)#[N:23], predict the reactants needed to synthesize it. The reactants are: [OH-].[Li+].C[O:4][C:5](=[O:25])[C:6]1[CH:11]=[CH:10][CH:9]=[C:8]([O:12][CH2:13][C:14](=[O:24])[NH:15][C:16]2[CH:21]=[CH:20][C:19]([C:22]#[N:23])=[CH:18][CH:17]=2)[CH:7]=1.CO.O1CCCC1. (5) The reactants are: [CH3:1][C:2]([CH3:26])([CH3:25])[C:3]([O:5][C:6]1[CH:7]=[CH:8][C:9]2[N:10]=[C:11]3[C:16]([O:17][C:18]=2[CH:19]=1)=[CH:15][C:14](=[O:20])[C:13]([CH2:21][CH2:22][CH2:23][OH:24])=[CH:12]3)=[O:4].C(N(CC)CC)C.[CH:34]([N:37]([CH:45]([CH3:47])[CH3:46])[P:38](Cl)[O:39][CH2:40][CH2:41][C:42]#[N:43])([CH3:36])[CH3:35].CO. Given the product [CH3:1][C:2]([CH3:26])([CH3:25])[C:3]([O:5][C:6]1[CH:7]=[CH:8][C:9]2[N:10]=[C:11]3[C:16]([O:17][C:18]=2[CH:19]=1)=[CH:15][C:14](=[O:20])[C:13]([CH2:21][CH2:22][CH2:23][O:24][P:38]([N:37]([CH:45]([CH3:47])[CH3:46])[CH:34]([CH3:35])[CH3:36])[O:39][CH2:40][CH2:41][C:42]#[N:43])=[CH:12]3)=[O:4], predict the reactants needed to synthesize it. (6) Given the product [OH:12][CH:11]([C:2]1[CH:3]=[CH:4][C:5]2[C:10](=[CH:9][CH:8]=[CH:7][CH:6]=2)[CH:1]=1)[C:20]([OH:22])=[O:21], predict the reactants needed to synthesize it. The reactants are: [CH:1]1[C:10]2[C:5](=[CH:6][CH:7]=[CH:8][CH:9]=2)[CH:4]=[CH:3][C:2]=1[CH:11]=[O:12].[OH-].[Na+].C(O)[C@H]1[O:21][C@@H:20]2[O:22][C@H]3[C@H](O)[C@@H](O)[C@@H](O[C@H]4[C@H](O)[C@@H](O)[C@@H](O[C@H]5[C@H](O)[C@@H](O)[C@@H](O[C@H]6[C@H](O)[C@@H](O)[C@@H](O[C@H]7[C@H](O)[C@@H](O)[C@@H](O[C@H]8[C@H](O)[C@@H](O)[C@@H](O[C@H]1[C@H](O)[C@H]2O)O[C@@H]8CO)O[C@@H]7CO)O[C@@H]6CO)O[C@@H]5CO)O[C@@H]4CO)O[C@@H]3CO.O. (7) Given the product [O:22]=[C:20]1[C:19]2[CH:23]=[CH:24][CH:25]=[CH:26][C:18]=2[S:17][C:16]([C:14]2[N:15]=[C:10]([CH2:9][NH:8][C:27](=[O:30])[CH2:28][CH3:29])[CH:11]=[CH:12][CH:13]=2)=[N:21]1, predict the reactants needed to synthesize it. The reactants are: FC(F)(F)C(O)=O.[NH2:8][CH2:9][C:10]1[N:15]=[C:14]([C:16]2[S:17][C:18]3[CH:26]=[CH:25][CH:24]=[CH:23][C:19]=3[C:20](=[O:22])[N:21]=2)[CH:13]=[CH:12][CH:11]=1.[C:27](Cl)(=[O:30])[CH2:28][CH3:29].C(OCC)(=O)C.O.